From a dataset of Reaction yield outcomes from USPTO patents with 853,638 reactions. Predict the reaction yield, written as a fraction of the theoretical maximum amount of product (1.0 means a 100% yield; for example, 0.34 means a 34% yield). (1) The reactants are [OH:1][CH2:2][C:3]1[N:8]=[C:7]([NH:9][C:10](=[O:16])[O:11][C:12]([CH3:15])([CH3:14])[CH3:13])[CH:6]=[CH:5][CH:4]=1.CCN(C(C)C)C(C)C.[CH3:26][S:27](Cl)(=[O:29])=[O:28]. The catalyst is C(#N)C. The product is [CH3:26][S:27]([O:1][CH2:2][C:3]1[CH:4]=[CH:5][CH:6]=[C:7]([NH:9][C:10]([O:11][C:12]([CH3:13])([CH3:15])[CH3:14])=[O:16])[N:8]=1)(=[O:29])=[O:28]. The yield is 1.00. (2) The reactants are [OH:1][C:2]1[CH:3]=[C:4]2[C:8](=[CH:9][CH:10]=1)[N:7]([CH2:11][C:12]([F:15])([F:14])[F:13])[C:6]([C:16]([O:18][CH2:19][CH3:20])=[O:17])=[CH:5]2.S(Cl)([Cl:24])(=O)=O. The catalyst is C1(C)C=CC=CC=1.C(N)(C)(C)C.S(Cl)(Cl)(=O)=O. The product is [Cl:24][C:3]1[C:2]([OH:1])=[CH:10][CH:9]=[C:8]2[C:4]=1[CH:5]=[C:6]([C:16]([O:18][CH2:19][CH3:20])=[O:17])[N:7]2[CH2:11][C:12]([F:15])([F:13])[F:14]. The yield is 0.920. (3) The yield is 0.216. The product is [ClH:43].[CH:33]([O:32][C:20]1[CH:19]=[C:18]([CH:23]=[C:22]([O:24][CH2:25][CH2:26][C:27]2[CH:31]=[CH:30][S:29][CH:28]=2)[CH:21]=1)[C:17]([NH:16][C:13]1[N:12]=[CH:11][C:10]([CH2:9][P:4](=[O:3])([OH:8])[OH:5])=[CH:15][CH:14]=1)=[O:36])([CH3:35])[CH3:34]. No catalyst specified. The reactants are C([O:3][P:4]([CH2:9][C:10]1[CH:11]=[N:12][C:13]([NH:16][C:17](=[O:36])[C:18]2[CH:23]=[C:22]([O:24][CH2:25][CH2:26][C:27]3[CH:31]=[CH:30][S:29][CH:28]=3)[CH:21]=[C:20]([O:32][CH:33]([CH3:35])[CH3:34])[CH:19]=2)=[CH:14][CH:15]=1)(=[O:8])[O:5]CC)C.C[Si](Br)(C)C.C(Cl)[Cl:43]. (4) The reactants are C(N1CC1)([C:14]1[CH:19]=[CH:18][CH:17]=[CH:16]C=1)([C:18]1[CH:19]=[CH:14]C=[CH:16][CH:17]=1)[C:18]1[CH:19]=[CH:14]C=[CH:16][CH:17]=1.B(F)(F)F.CC[O:29][CH2:30][CH3:31].C(OC(=O)C)(=O)C.[CH3:39][CH2:40][CH:41](O)CC. The product is [CH2:30]([O:29][CH2:16][CH2:17][CH2:18][CH2:19][CH3:14])[CH2:31][CH2:39][CH2:40][CH3:41]. The yield is 0.620. The catalyst is CN(C1C=CN=CC=1)C. (5) The reactants are [CH:1]([C:4]([CH2:11][C:12](=[O:36])[NH:13][CH2:14][C:15]1[CH:20]=[C:19]([C:21]([F:24])([F:23])[F:22])[CH:18]=[CH:17][C:16]=1[O:25][Si:26]([CH:33]([CH3:35])[CH3:34])([CH:30]([CH3:32])[CH3:31])[CH:27]([CH3:29])[CH3:28])([CH2:8][CH:9]=[CH2:10])[C:5]([O-])=[O:6])([CH3:3])[CH3:2].C[O-].[Na+]. The catalyst is CO.CCOC(C)=O. The product is [CH2:8]([C:4]1([CH:1]([CH3:3])[CH3:2])[CH2:11][C:12](=[O:36])[N:13]([CH2:14][C:15]2[CH:20]=[C:19]([C:21]([F:24])([F:22])[F:23])[CH:18]=[CH:17][C:16]=2[O:25][Si:26]([CH:30]([CH3:31])[CH3:32])([CH:27]([CH3:29])[CH3:28])[CH:33]([CH3:34])[CH3:35])[C:5]1=[O:6])[CH:9]=[CH2:10]. The yield is 0.410. (6) The reactants are [C:1]([O:5][C@@H:6]([C:12]1[C:13]([CH3:30])=[N:14][C:15]2[N:16]([N:19]=[C:20]([C:23]3[CH:28]=[CH:27][CH:26]=[C:25]([Cl:29])[CH:24]=3)[C:21]=2[CH3:22])[C:17]=1Cl)[C:7]([O:9][CH2:10][CH3:11])=[O:8])([CH3:4])([CH3:3])[CH3:2].[F:31][C:32]1[CH:33]=[C:34](B2OC(C)(C)C(C)(C)O2)[C:35]([CH3:42])=[C:36]2[C:41]=1[O:40][CH2:39][CH2:38][CH2:37]2.C([O-])([O-])=O.[K+].[K+]. The catalyst is CN(C=O)C.C1C=CC([P]([Pd]([P](C2C=CC=CC=2)(C2C=CC=CC=2)C2C=CC=CC=2)([P](C2C=CC=CC=2)(C2C=CC=CC=2)C2C=CC=CC=2)[P](C2C=CC=CC=2)(C2C=CC=CC=2)C2C=CC=CC=2)(C2C=CC=CC=2)C2C=CC=CC=2)=CC=1. The product is [C:1]([O:5][C@@H:6]([C:12]1[C:13]([CH3:30])=[N:14][C:15]2[N:16]([N:19]=[C:20]([C:23]3[CH:28]=[CH:27][CH:26]=[C:25]([Cl:29])[CH:24]=3)[C:21]=2[CH3:22])[C:17]=1[C:34]1[C:35]([CH3:42])=[C:36]2[C:41](=[C:32]([F:31])[CH:33]=1)[O:40][CH2:39][CH2:38][CH2:37]2)[C:7]([O:9][CH2:10][CH3:11])=[O:8])([CH3:2])([CH3:3])[CH3:4]. The yield is 0.357.